This data is from Catalyst prediction with 721,799 reactions and 888 catalyst types from USPTO. The task is: Predict which catalyst facilitates the given reaction. (1) Reactant: C([O:3][C:4]([C:6]1[NH:7][C:8]([C:11]([C:13]2[C:14](Cl)=[N:15][CH:16]=[CH:17][CH:18]=2)=O)=[CH:9][CH:10]=1)=[O:5])C.O.[NH2:21][NH2:22]. Product: [NH:21]1[C:14]2=[N:15][CH:16]=[CH:17][CH:18]=[C:13]2[C:11]([C:8]2[NH:7][C:6]([C:4]([OH:3])=[O:5])=[CH:10][CH:9]=2)=[N:22]1. The catalyst class is: 8. (2) Reactant: C(Cl)(=O)C(Cl)=O.CS(C)=O.[CH2:11]([N:18]1[CH2:23][CH2:22][N:21]([CH2:24][C:25]2[CH:30]=[CH:29][CH:28]=[CH:27][CH:26]=2)[CH2:20][C@@H:19]1[CH2:31][CH2:32][OH:33])[C:12]1[CH:17]=[CH:16][CH:15]=[CH:14][CH:13]=1.C(N(CC)CC)C. Product: [CH2:11]([N:18]1[CH2:23][CH2:22][N:21]([CH2:24][C:25]2[CH:30]=[CH:29][CH:28]=[CH:27][CH:26]=2)[CH2:20][C@@H:19]1[CH2:31][CH:32]=[O:33])[C:12]1[CH:13]=[CH:14][CH:15]=[CH:16][CH:17]=1. The catalyst class is: 503. (3) Reactant: [CH2:1]([O:3][C:4]([CH:6]1[CH2:10][CH2:9][CH2:8][C:7]1=[O:11])=[O:5])[CH3:2].[BH4-].[Na+].O. Product: [CH2:1]([O:3][C:4]([CH:6]1[CH2:10][CH2:9][CH2:8][CH:7]1[OH:11])=[O:5])[CH3:2]. The catalyst class is: 8. (4) Reactant: [Cl-].[Cl-].[Cl-].[Al+3].[CH2:5]1[C:13]2[C:8](=[CH:9][CH:10]=[CH:11][CH:12]=2)[CH2:7][CH2:6]1.Br[C:15]([CH3:20])([CH3:19])[C:16](Br)=[O:17]. Product: [CH3:19][CH:15]1[CH2:20][C:11]2[C:10](=[CH:9][C:8]3[CH2:7][CH2:6][CH2:5][C:13]=3[CH:12]=2)[C:16]1=[O:17]. The catalyst class is: 2. (5) Reactant: [Br:1][C:2]1[CH:7]=[CH:6][C:5]([CH:8]2[CH2:13][CH2:12][N:11](C(OCC(Cl)(Cl)Cl)=O)[CH2:10][CH:9]2[O:22]C(OCC(Cl)(Cl)Cl)=O)=[CH:4][CH:3]=1. Product: [Br:1][C:2]1[CH:7]=[CH:6][C:5]([CH:8]2[CH2:13][CH2:12][NH:11][CH2:10][CH:9]2[OH:22])=[CH:4][CH:3]=1. The catalyst class is: 183. (6) Reactant: [OH:1][CH:2]1[CH2:9][N:8](C(OCC2C=CC=CC=2)=O)[CH2:7][CH:6]2[CH:4]([CH2:5]2)[CH2:3]1. Product: [CH:4]12[CH2:5][CH:6]1[CH2:7][NH:8][CH2:9][CH:2]([OH:1])[CH2:3]2. The catalyst class is: 19. (7) Reactant: I[C:2]1[CH:7]=[CH:6][C:5]([C:8]2[N:9]([C:19]3[CH:20]=[N:21][CH:22]=[CH:23][CH:24]=3)[CH:10]=[C:11]([C:13]3[CH:18]=[CH:17][CH:16]=[CH:15][N:14]=3)[N:12]=2)=[CH:4][CH:3]=1.[N:25]1[C:29]2[CH:30]=[CH:31][CH:32]=[CH:33][C:28]=2[NH:27][CH:26]=1.C([O-])([O-])=O.[Cs+].[Cs+].[C@@H]1(N)CCCC[C@H]1N. Product: [N:14]1[CH:15]=[CH:16][CH:17]=[CH:18][C:13]=1[C:11]1[N:12]=[C:8]([C:5]2[CH:6]=[CH:7][C:2]([N:25]3[C:29]4[CH:30]=[CH:31][CH:32]=[CH:33][C:28]=4[N:27]=[CH:26]3)=[CH:3][CH:4]=2)[N:9]([C:19]2[CH:20]=[N:21][CH:22]=[CH:23][CH:24]=2)[CH:10]=1. The catalyst class is: 122.